Dataset: Full USPTO retrosynthesis dataset with 1.9M reactions from patents (1976-2016). Task: Predict the reactants needed to synthesize the given product. The reactants are: [OH:1][C:2]1[CH:7]=[CH:6][CH:5]=[CH:4][C:3]=1[CH2:8][CH2:9][C:10]([OH:12])=[O:11].[C:13]1(Br)[CH:18]=[CH:17][CH:16]=[CH:15][CH:14]=1.C([O-])([O-])=O.[K+].[K+]. Given the product [C:13]1([O:1][C:2]2[CH:7]=[CH:6][CH:5]=[CH:4][C:3]=2[CH2:8][CH2:9][C:10]([O:12][C:2]2[CH:7]=[CH:6][CH:5]=[CH:4][CH:3]=2)=[O:11])[CH:18]=[CH:17][CH:16]=[CH:15][CH:14]=1, predict the reactants needed to synthesize it.